This data is from Full USPTO retrosynthesis dataset with 1.9M reactions from patents (1976-2016). The task is: Predict the reactants needed to synthesize the given product. (1) Given the product [C:17]([Si:20]([O:15][C:12]1[CH:13]=[CH:14][C:9]([CH2:8][C:4]2[CH:3]=[C:2]([I:1])[S:6][C:5]=2[CH3:7])=[CH:10][CH:11]=1)([CH3:22])[CH3:21])([CH3:19])([CH3:18])[CH3:16], predict the reactants needed to synthesize it. The reactants are: [I:1][C:2]1[S:6][C:5]([CH3:7])=[C:4]([CH2:8][C:9]2[CH:14]=[CH:13][C:12]([OH:15])=[CH:11][CH:10]=2)[CH:3]=1.[CH3:16][C:17]([Si:20](Cl)([CH3:22])[CH3:21])([CH3:19])[CH3:18].N1C=CN=C1. (2) Given the product [CH3:1][O:2][C:3]1[CH:8]=[CH:7][C:6]([S:9]([N:12]2[CH2:13][CH2:14][N:15]([CH2:18][C:19]3[NH:26][C:24](=[O:25])[C:23]4[C:22](=[CH:30][CH:29]=[CH:28][CH:27]=4)[N:21]=3)[CH2:16][CH2:17]2)(=[O:10])=[O:11])=[CH:5][CH:4]=1, predict the reactants needed to synthesize it. The reactants are: [CH3:1][O:2][C:3]1[CH:8]=[CH:7][C:6]([S:9]([N:12]2[CH2:17][CH2:16][N:15]([CH2:18][C:19]([NH:21][C:22]3[CH:30]=[CH:29][CH:28]=[CH:27][C:23]=3[C:24]([NH2:26])=[O:25])=O)[CH2:14][CH2:13]2)(=[O:11])=[O:10])=[CH:5][CH:4]=1.[OH-].[Na+]. (3) Given the product [C:1]([N:8]([CH2:19][C:20]1[CH:25]=[CH:24][CH:23]=[C:22]([I:26])[CH:21]=1)[C:9]([NH:10][C:34]([O:33][C:29]([CH3:32])([CH3:31])[CH3:30])=[O:35])=[N:11][C:12]([O:14][C:15]([CH3:18])([CH3:17])[CH3:16])=[O:13])([O:3][C:4]([CH3:5])([CH3:6])[CH3:7])=[O:2], predict the reactants needed to synthesize it. The reactants are: [C:1]([N:8]([CH2:19][C:20]1[CH:25]=[CH:24][CH:23]=[C:22]([I:26])[CH:21]=1)[C:9]([NH:11][C:12]([O:14][C:15]([CH3:18])([CH3:17])[CH3:16])=[O:13])=[NH:10])([O:3][C:4]([CH3:7])([CH3:6])[CH3:5])=[O:2].[H-].[Na+].[C:29]([O:33][C:34](O[C:34]([O:33][C:29]([CH3:32])([CH3:31])[CH3:30])=[O:35])=[O:35])([CH3:32])([CH3:31])[CH3:30].